This data is from Reaction yield outcomes from USPTO patents with 853,638 reactions. The task is: Predict the reaction yield, written as a fraction of the theoretical maximum amount of product (1.0 means a 100% yield; for example, 0.34 means a 34% yield). (1) The reactants are COB1[CH:4]2[CH2:5][CH2:6][CH2:11][CH:4]1[CH2:5][CH2:6][CH2:11]2.C([Li])CCC.P([O-])([O-])([O-])=O.[K+].[K+].[K+].[CH2:25]([NH:29][C:30]1[N:35]=[C:34]([C:36]2[C:37]([C:46]3[CH:51]=[CH:50][C:49]([F:52])=[CH:48][CH:47]=3)=[N:38][N:39]3[C:44](Cl)=[CH:43][CH:42]=[CH:41][C:40]=23)[CH:33]=[CH:32][N:31]=1)[CH2:26][CH2:27][CH3:28].B.C([O-])(=O)C.[Na+]. The catalyst is O1CCCC1.CN(C)C=O.C(OCC)(=O)C.O1CCOCC1.C1C=CC(P(C2C=CC=CC=2)[C-]2C=CC=C2)=CC=1.C1C=CC(P(C2C=CC=CC=2)[C-]2C=CC=C2)=CC=1.Cl[Pd]Cl.[Fe+2]. The product is [CH2:25]([NH:29][C:30]1[N:35]=[C:34]([C:36]2[C:37]([C:46]3[CH:51]=[CH:50][C:49]([F:52])=[CH:48][CH:47]=3)=[N:38][N:39]3[C:44]([CH2:11][CH2:4][CH2:5][CH3:6])=[CH:43][CH:42]=[CH:41][C:40]=23)[CH:33]=[CH:32][N:31]=1)[CH2:26][CH2:27][CH3:28]. The yield is 0.160. (2) The product is [NH2:1][C:2]1[CH:7]=[C:6]([O:18][C:15]2[CH:16]=[CH:17][C:12]([N+:9]([O-:11])=[O:10])=[CH:13][CH:14]=2)[CH:5]=[CH:4][N:3]=1. The catalyst is CN1CCCC1=O. The reactants are [NH2:1][C:2]1[CH:7]=[C:6](Cl)[CH:5]=[CH:4][N:3]=1.[N+:9]([C:12]1[CH:17]=[CH:16][C:15]([OH:18])=[CH:14][CH:13]=1)([O-:11])=[O:10].C(N(CC)C(C)C)(C)C. The yield is 0.212. (3) The reactants are Br[C:2]1[CH:3]=[C:4]2[C:9](=[CH:10][CH:11]=1)[N:8]=[CH:7][NH:6][C:5]2=[O:12].[C:13]1(B(O)O)[C:22]2[C:17](=[CH:18][CH:19]=[CH:20][CH:21]=2)[CH:16]=[CH:15][CH:14]=1.C(=O)([O-])[O-].[K+].[K+].C1(P(C2C=CC=CC=2)C2C=CC=CC=2)C=CC=CC=1.C(=O)(O)[O-]. The catalyst is CN(C)C(=O)C.C(O)C.O.C1C=CC(/C=C/C(/C=C/C2C=CC=CC=2)=O)=CC=1.C1C=CC(/C=C/C(/C=C/C2C=CC=CC=2)=O)=CC=1.C1C=CC(/C=C/C(/C=C/C2C=CC=CC=2)=O)=CC=1.[Pd].[Pd].C(Cl)Cl. The product is [CH:21]1[C:22]2[C:17](=[CH:16][CH:15]=[CH:14][CH:13]=2)[CH:18]=[CH:19][C:20]=1[C:2]1[CH:3]=[C:4]2[C:9](=[CH:10][CH:11]=1)[N:8]=[CH:7][NH:6][C:5]2=[O:12]. The yield is 0.460. (4) The reactants are [F:1][C:2]1[CH:7]=[CH:6][CH:5]=[C:4]([N+:8]([O-])=O)[C:3]=1[NH:11][C:12]1[CH:17]=[CH:16][CH:15]=[CH:14][CH:13]=1. The catalyst is [Pd]. The product is [F:1][C:2]1[CH:7]=[CH:6][CH:5]=[C:4]([NH2:8])[C:3]=1[NH:11][C:12]1[CH:13]=[CH:14][CH:15]=[CH:16][CH:17]=1. The yield is 0.960. (5) The reactants are [F:1][C:2]1[CH:3]=[C:4](B(O)O)[CH:5]=[CH:6][CH:7]=1.[Br:11][C:12]1[CH:17]=[CH:16][CH:15]=[CH:14][C:13]=1[OH:18].CCN(CC)CC. The catalyst is C(Cl)Cl.CC([O-])=O.CC([O-])=O.[Cu+2]. The product is [F:1][C:2]1[CH:3]=[C:4]([CH:5]=[CH:6][CH:7]=1)[O:18][C:13]1[CH:14]=[CH:15][CH:16]=[CH:17][C:12]=1[Br:11]. The yield is 0.480. (6) The catalyst is O1CCCC1. The yield is 0.520. The product is [OH:11][CH2:10][CH2:9][N:8]([CH2:7][C:5]1[N:6]=[C:2]([CH3:1])[S:3][CH:4]=1)[C:12](=[O:13])[O:14][C:15]([CH3:18])([CH3:17])[CH3:16]. The reactants are [CH3:1][C:2]1[S:3][CH:4]=[C:5]([CH2:7][NH:8][CH2:9][CH2:10][OH:11])[N:6]=1.[C:12](O[C:12]([O:14][C:15]([CH3:18])([CH3:17])[CH3:16])=[O:13])([O:14][C:15]([CH3:18])([CH3:17])[CH3:16])=[O:13].